From a dataset of Reaction yield outcomes from USPTO patents with 853,638 reactions. Predict the reaction yield, written as a fraction of the theoretical maximum amount of product (1.0 means a 100% yield; for example, 0.34 means a 34% yield). (1) The reactants are Cl[C:2]1[N:7]=[CH:6][C:5]2[N:8]=[C:9]([N:14]([CH3:16])[CH3:15])[N:10]([CH:11]([CH3:13])[CH3:12])[C:4]=2[CH:3]=1.[CH:17]1([S:20]([N:23]2[CH:27]=[C:26]([C:28]3[N:33]=[C:32]([NH2:34])[CH:31]=[CH:30][N:29]=3)[CH:25]=[N:24]2)(=[O:22])=[O:21])[CH2:19][CH2:18]1.C1(P(C2CCCCC2)C2C=CC=CC=2C2C(C(C)C)=CC(C(C)C)=CC=2C(C)C)CCCCC1.C(=O)([O-])[O-].[Cs+].[Cs+]. The catalyst is O1CCOCC1.C1C=CC(/C=C/C(/C=C/C2C=CC=CC=2)=O)=CC=1.C1C=CC(/C=C/C(/C=C/C2C=CC=CC=2)=O)=CC=1.C1C=CC(/C=C/C(/C=C/C2C=CC=CC=2)=O)=CC=1.[Pd].[Pd]. The product is [CH:17]1([S:20]([N:23]2[CH:27]=[C:26]([C:28]3[N:33]=[C:32]([NH:34][C:2]4[N:7]=[CH:6][C:5]5[N:8]=[C:9]([N:14]([CH3:16])[CH3:15])[N:10]([CH:11]([CH3:13])[CH3:12])[C:4]=5[CH:3]=4)[CH:31]=[CH:30][N:29]=3)[CH:25]=[N:24]2)(=[O:21])=[O:22])[CH2:19][CH2:18]1. The yield is 0.210. (2) The reactants are [C:1]([O:5][C:6](=[O:14])[NH:7][CH:8]1[CH2:13][CH2:12][CH:11]=[CH:10][CH2:9]1)([CH3:4])([CH3:3])[CH3:2].[CH3:15]I. The catalyst is C1CCCCC1.C(OCC)(=O)C. The product is [C:1]([O:5][C:6](=[O:14])[N:7]([CH3:15])[CH:8]1[CH2:13][CH2:12][CH:11]=[CH:10][CH2:9]1)([CH3:4])([CH3:2])[CH3:3]. The yield is 0.640. (3) The reactants are [C:1]([C:4]1[C:22](=[O:23])[C@@:8]2([CH3:24])[C:9]3[C:15]([OH:16])=[CH:14][C:13]([O:17][CH3:18])=[C:12]([C:19]([NH2:21])=[O:20])[C:10]=3[O:11][C:7]2=[CH:6][C:5]=1[OH:25])(=[O:3])[CH3:2].[CH:26]([C:28]1[C:37]2[C:32](=[CH:33][CH:34]=[CH:35][CH:36]=2)[C:31]([C:38]#[N:39])=[CH:30][CH:29]=1)=O.C([SiH](CC)CC)C.FC(F)(F)C(O)=O. The catalyst is C(#N)C. The product is [C:1]([C:4]1[C:22](=[O:23])[C@@:8]2([CH3:24])[C:9]3[C:15]([OH:16])=[CH:14][C:13]([O:17][CH3:18])=[C:12]([C:19]([NH:21][CH2:26][C:28]4[C:37]5[C:32](=[CH:33][CH:34]=[CH:35][CH:36]=5)[C:31]([C:38]#[N:39])=[CH:30][CH:29]=4)=[O:20])[C:10]=3[O:11][C:7]2=[CH:6][C:5]=1[OH:25])(=[O:3])[CH3:2]. The yield is 0.320. (4) The reactants are CO[C:3](=[O:21])[C:4]1[CH:9]=[C:8]([C:10]2[N:11]=[N:12][CH:13]=[CH:14][CH:15]=2)[C:7]([C:16]([F:19])([F:18])[F:17])=[CH:6][C:5]=1[NH2:20].ClC([O:25][C:26]1C=CC(Cl)=CC=1)=O.[CH3:33][S:34]([NH:37][NH2:38])(=[O:36])=[O:35].CCN(C(C)C)C(C)C. The catalyst is O1CCOCC1. The product is [O:25]=[C:26]1[N:38]([NH:37][S:34]([CH3:33])(=[O:36])=[O:35])[C:3](=[O:21])[C:4]2[C:5](=[CH:6][C:7]([C:16]([F:17])([F:18])[F:19])=[C:8]([C:10]3[N:11]=[N:12][CH:13]=[CH:14][CH:15]=3)[CH:9]=2)[NH:20]1. The yield is 0.120. (5) The reactants are [O-]P([O-])([O-])=O.[K+].[K+].[K+].[CH2:9]([NH:13][C:14]([NH2:16])=[O:15])[CH2:10][CH2:11][CH3:12].I[C:18]1[CH:19]=[C:20]([O:24][CH3:25])[CH:21]=[CH:22][CH:23]=1.CNCCNC. The catalyst is [Cu]I.C1(C)C=CC=CC=1. The product is [CH2:9]([NH:13][C:14]([NH:16][C:18]1[CH:23]=[CH:22][CH:21]=[C:20]([O:24][CH3:25])[CH:19]=1)=[O:15])[CH2:10][CH2:11][CH3:12]. The yield is 0.850. (6) The reactants are [C:1]([O:5][C:6]([N:8]1[CH:14](C(=O)NCC(C2C=CC(Br)=CC=2)=O)[CH2:13][C:10]2([CH2:12][CH2:11]2)[CH2:9]1)=[O:7])([CH3:4])([CH3:3])[CH3:2].C([O-])(=O)C.[NH4+]. The catalyst is CCOC(C)=O. The product is [C:1]([O:5][C:6]([N:8]1[CH2:14][CH2:13][C:10]2([CH2:12][CH2:11]2)[CH2:9]1)=[O:7])([CH3:4])([CH3:2])[CH3:3]. The yield is 0.610.